From a dataset of Full USPTO retrosynthesis dataset with 1.9M reactions from patents (1976-2016). Predict the reactants needed to synthesize the given product. (1) Given the product [CH:1]1[C:10]2[C:5](=[CH:6][CH:7]=[CH:8][CH:9]=2)[CH:4]=[CH:3][C:2]=1[CH:11]([NH:13][C:32]1[C:31]2[N:35]=[CH:36][N:37]([C:30]=2[N:29]=[CH:28][N:33]=1)[C@@H:38]1[O:42][C@H:41]([CH2:43][OH:44])[C@@H:40]([OH:45])[C@H:39]1[OH:46])[CH3:12], predict the reactants needed to synthesize it. The reactants are: [CH:1]1[C:10]2[C:5](=[CH:6][CH:7]=[CH:8][CH:9]=2)[CH:4]=[CH:3][C:2]=1[CH:11]([NH2:13])[CH3:12].Cl.C1C2C(=CC=CC=2)C=CC=1C(N)C.[CH:28]1[N:33]=[C:32](Cl)[C:31]2[N:35]=[CH:36][N:37]([C@@H:38]3[O:42][C@H:41]([CH2:43][OH:44])[C@@H:40]([OH:45])[C@H:39]3[OH:46])[C:30]=2[N:29]=1.C(N(CC)CC)C. (2) Given the product [CH2:51]([C@@H:50]1[CH2:49][NH:8][C@@H:9]([CH3:11])[CH2:10][N:53]1[CH2:54][C:55]1[CH:60]=[CH:59][C:58]([O:61][CH3:62])=[CH:57][CH:56]=1)[CH3:52], predict the reactants needed to synthesize it. The reactants are: C([NH:8][C@H:9]([C:11](O)=O)[CH3:10])(OC(C)(C)C)=O.CN(C(ON1N=NC2C=CC=NC1=2)=[N+](C)C)C.F[P-](F)(F)(F)(F)F.CCN(C(C)C)C(C)C.CO[C:49](=O)[C@H:50]([NH:53][CH2:54][C:55]1[CH:60]=[CH:59][C:58]([O:61][CH3:62])=[CH:57][CH:56]=1)[CH2:51][CH3:52]. (3) Given the product [F:1][C:2]1[CH:14]=[CH:13][C:5]([CH2:6][N:7]([CH2:8][C:9]([O:11][CH3:12])=[O:10])[S:24]([C:27]2[CH:33]=[CH:32][C:30]([CH3:31])=[CH:29][CH:28]=2)(=[O:26])=[O:25])=[CH:4][C:3]=1[O:15][CH3:16], predict the reactants needed to synthesize it. The reactants are: [F:1][C:2]1[CH:14]=[CH:13][C:5]([CH2:6][NH:7][CH2:8][C:9]([O:11][CH3:12])=[O:10])=[CH:4][C:3]=1[O:15][CH3:16].CCN(CC)CC.[S:24](Cl)([C:27]1[CH:33]=[CH:32][C:30]([CH3:31])=[CH:29][CH:28]=1)(=[O:26])=[O:25].